From a dataset of Full USPTO retrosynthesis dataset with 1.9M reactions from patents (1976-2016). Predict the reactants needed to synthesize the given product. (1) Given the product [Cl:1][C:2]1[CH:3]=[C:4]([C:13]2[C:21]([CH3:22])=[CH:20][C:16]([C:17]([NH:30][S:27]([CH:24]3[CH2:26][CH2:25]3)(=[O:29])=[O:28])=[O:19])=[C:15]([F:23])[CH:14]=2)[CH:5]=[N:6][C:7]=1[O:8][CH:9]1[CH2:10][CH2:11][CH2:12]1, predict the reactants needed to synthesize it. The reactants are: [Cl:1][C:2]1[CH:3]=[C:4]([C:13]2[C:21]([CH3:22])=[CH:20][C:16]([C:17]([OH:19])=O)=[C:15]([F:23])[CH:14]=2)[CH:5]=[N:6][C:7]=1[O:8][CH:9]1[CH2:12][CH2:11][CH2:10]1.[CH:24]1([S:27]([NH2:30])(=[O:29])=[O:28])[CH2:26][CH2:25]1.Cl.CN(C)CCCN=C=NCC. (2) Given the product [OH:8][NH:9][C:10]([C:12]1[CH:17]=[CH:16][CH:15]=[CH:14][C:13]=1[C:18]1[CH:19]=[CH:20][C:21]([CH2:24][N:25]2[C:33]3[C:28](=[CH:29][C:30]([C:34]([NH:36][C@H:37]([C:39]4[CH:44]=[CH:43][CH:42]=[C:41]([CH:45]([CH3:46])[CH3:47])[CH:40]=4)[CH3:38])=[O:35])=[CH:31][CH:32]=3)[C:27]([CH3:48])=[C:26]2[CH3:49])=[CH:22][CH:23]=1)=[O:11], predict the reactants needed to synthesize it. The reactants are: [Si]([O:8][NH:9][C:10]([C:12]1[CH:17]=[CH:16][CH:15]=[CH:14][C:13]=1[C:18]1[CH:23]=[CH:22][C:21]([CH2:24][N:25]2[C:33]3[C:28](=[CH:29][C:30]([C:34]([NH:36][C@H:37]([C:39]4[CH:44]=[CH:43][CH:42]=[C:41]([CH:45]([CH3:47])[CH3:46])[CH:40]=4)[CH3:38])=[O:35])=[CH:31][CH:32]=3)[C:27]([CH3:48])=[C:26]2[CH3:49])=[CH:20][CH:19]=1)=[O:11])(C(C)(C)C)(C)C. (3) Given the product [CH3:42][C:33]1([CH3:32])[O:38][C@@H:37]([CH2:39][O:40][NH:41][C:12](=[O:14])[C:11]2[CH:15]=[CH:16][C:17]([F:20])=[C:18]([F:19])[C:10]=2[NH:9][C:6]2[CH:7]=[CH:8][C:3]([CH2:1][CH3:2])=[CH:4][C:5]=2[F:21])[CH2:36][O:34]1, predict the reactants needed to synthesize it. The reactants are: [CH2:1]([C:3]1[CH:8]=[CH:7][C:6]([NH:9][C:10]2[C:18]([F:19])=[C:17]([F:20])[CH:16]=[CH:15][C:11]=2[C:12]([OH:14])=O)=[C:5]([F:21])[CH:4]=1)[CH3:2].CC1(C)O[C@H](CNO)CO1.[CH3:32][C:33]1([CH3:42])[O:38][C@@H:37]([CH2:39][O:40][NH2:41])[CH2:36]C[O:34]1.C(N(CC)CC)C.F[P-](F)(F)(F)(F)F.N1(O[P+](N2CCCC2)(N2CCCC2)N2CCCC2)C2C=CC=CC=2N=N1. (4) The reactants are: [CH3:1][C:2]1[S:3][C:4]([C:13]([OH:15])=O)=[C:5]([C:7]2[CH:12]=[CH:11][CH:10]=[CH:9][CH:8]=2)[N:6]=1.[CH3:16][O:17][C:18]1[CH:19]=[C:20]([N:26]2[CH2:31][CH2:30][NH:29][CH2:28][CH2:27]2)[CH:21]=[C:22]([O:24][CH3:25])[CH:23]=1.Cl.CN(C)CCCN=C=NCC.O.ON1C2C=CC=CC=2N=N1. Given the product [CH3:16][O:17][C:18]1[CH:19]=[C:20]([N:26]2[CH2:27][CH2:28][N:29]([C:13]([C:4]3[S:3][C:2]([CH3:1])=[N:6][C:5]=3[C:7]3[CH:8]=[CH:9][CH:10]=[CH:11][CH:12]=3)=[O:15])[CH2:30][CH2:31]2)[CH:21]=[C:22]([O:24][CH3:25])[CH:23]=1, predict the reactants needed to synthesize it. (5) The reactants are: [CH3:1][C:2]([C:8]1[CH:13]=[CH:12][C:11]([N+:14]([O-:16])=[O:15])=[CH:10][CH:9]=1)([CH3:7])[CH2:3][C:4]([NH2:6])=O.B.C1C[O:21][CH2:20][CH2:19]1.C(Cl)(=O)C. Given the product [CH3:1][C:2]([C:8]1[CH:13]=[CH:12][C:11]([N+:14]([O-:16])=[O:15])=[CH:10][CH:9]=1)([CH3:7])[CH2:3][CH2:4][NH:6][C:20](=[O:21])[CH3:19], predict the reactants needed to synthesize it. (6) Given the product [F:47][C:23]([F:22])([O:28][C:29]1[CH:34]=[CH:33][C:32]([N:35]2[CH:39]=[N:38][C:37]([C:40]3[CH:46]=[CH:45][C:43]([NH:44][C:7]([C:3]4[CH:2]=[C:1]([C:10]5[CH:15]=[CH:14][CH:13]=[CH:12][CH:11]=5)[CH:6]=[CH:5][CH:4]=4)=[O:9])=[CH:42][CH:41]=3)=[N:36]2)=[CH:31][CH:30]=1)[C:24]([F:27])([F:26])[F:25], predict the reactants needed to synthesize it. The reactants are: [C:1]1([C:10]2[CH:15]=[CH:14][CH:13]=[CH:12][CH:11]=2)[CH:6]=[CH:5][CH:4]=[C:3]([C:7]([OH:9])=O)[CH:2]=1.C(Cl)(=O)C(Cl)=O.[F:22][C:23]([F:47])([O:28][C:29]1[CH:34]=[CH:33][C:32]([N:35]2[CH:39]=[N:38][C:37]([C:40]3[CH:46]=[CH:45][C:43]([NH2:44])=[CH:42][CH:41]=3)=[N:36]2)=[CH:31][CH:30]=1)[C:24]([F:27])([F:26])[F:25].C(N(C(C)C)CC)(C)C. (7) Given the product [O:15]=[C:14]1[CH:13]=[CH:12][C:11](=[O:16])[N:1]1[C:2]1[CH:9]=[CH:8][C:5]([C:6]#[N:7])=[C:4]([I:10])[CH:3]=1, predict the reactants needed to synthesize it. The reactants are: [NH2:1][C:2]1[CH:9]=[CH:8][C:5]([C:6]#[N:7])=[C:4]([I:10])[CH:3]=1.[C:11]1(=O)[O:16][C:14](=[O:15])[CH:13]=[CH:12]1.